This data is from Reaction yield outcomes from USPTO patents with 853,638 reactions. The task is: Predict the reaction yield, written as a fraction of the theoretical maximum amount of product (1.0 means a 100% yield; for example, 0.34 means a 34% yield). (1) The reactants are [C:1]([O:5][C:6]([N:8]([C:38]([O:40][C:41]([CH3:44])([CH3:43])[CH3:42])=[O:39])[C:9]1[C:10]([C:17]2[O:21][C:20]([C:22]3[CH:27]=[CH:26][C:25]([CH2:28][N:29]([CH3:37])[C:30](=[O:36])[O:31][C:32]([CH3:35])([CH3:34])[CH3:33])=[CH:24][CH:23]=3)=[N:19][N:18]=2)=[N:11][C:12]([CH:15]=[CH2:16])=[CH:13][N:14]=1)=[O:7])([CH3:4])([CH3:3])[CH3:2].[N+](=[CH:47][C:48]([O:50][CH2:51][CH3:52])=[O:49])=[N-]. The catalyst is C1(C)C=CC=CC=1. The product is [C:41]([O:40][C:38]([N:8]([C:6]([O:5][C:1]([CH3:2])([CH3:4])[CH3:3])=[O:7])[C:9]1[N:14]=[CH:13][C:12]([CH:15]2[CH2:16][CH:47]2[C:48]([O:50][CH2:51][CH3:52])=[O:49])=[N:11][C:10]=1[C:17]1[O:21][C:20]([C:22]2[CH:27]=[CH:26][C:25]([CH2:28][N:29]([C:30]([O:31][C:32]([CH3:33])([CH3:34])[CH3:35])=[O:36])[CH3:37])=[CH:24][CH:23]=2)=[N:19][N:18]=1)=[O:39])([CH3:44])([CH3:42])[CH3:43]. The yield is 0.950. (2) The reactants are [F:1][C:2]1[CH:7]=[C:6]([N+:8]([O-:10])=[O:9])[CH:5]=[CH:4][C:3]=1[N:11]1[CH2:16][CH2:15][C:14](=[O:17])[CH2:13][CH2:12]1.C(N(CC)CC)C.FC(F)(F)S(O[Si:31]([CH3:34])([CH3:33])[CH3:32])(=O)=O.O. The catalyst is C1(C)C=CC=CC=1. The product is [F:1][C:2]1[CH:7]=[C:6]([N+:8]([O-:10])=[O:9])[CH:5]=[CH:4][C:3]=1[N:11]1[CH2:12][CH:13]=[C:14]([O:17][Si:31]([CH3:34])([CH3:33])[CH3:32])[CH2:15][CH2:16]1. The yield is 0.840. (3) The reactants are [CH2:1]([O:8][C:9]([N:11]1[CH2:16][CH2:15][N:14]([S:17]([C:20]2[CH:25]=[CH:24][C:23]([N+:26]([O-])=O)=[CH:22][CH:21]=2)(=[O:19])=[O:18])[CH2:13][CH2:12]1)=[O:10])[C:2]1[CH:7]=[CH:6][CH:5]=[CH:4][CH:3]=1.C(O)C.[Cl-].[NH4+]. The catalyst is [Fe].O. The product is [CH2:1]([O:8][C:9]([N:11]1[CH2:12][CH2:13][N:14]([S:17]([C:20]2[CH:21]=[CH:22][C:23]([NH2:26])=[CH:24][CH:25]=2)(=[O:19])=[O:18])[CH2:15][CH2:16]1)=[O:10])[C:2]1[CH:7]=[CH:6][CH:5]=[CH:4][CH:3]=1. The yield is 0.890. (4) The reactants are [CH3:1][O:2][C:3]1[NH:4][C:5](=[O:27])[C:6]([CH2:12][C:13]2[CH:18]=[CH:17][C:16]([C:19]3[C:20]([C:25]#[N:26])=[CH:21][CH:22]=[CH:23][CH:24]=3)=[CH:15][CH:14]=2)=[C:7]([CH2:9][CH2:10][CH3:11])[N:8]=1.[CH:28]([O:31][C:32]1[CH:37]=[CH:36][C:35](B(O)O)=[CH:34][CH:33]=1)([CH3:30])[CH3:29].C(N(CC)CC)C.N1C=CC=CC=1. The catalyst is ClCCl.C(OCC)(=O)C.C([O-])(=O)C.[Cu+2].C([O-])(=O)C. The product is [CH:28]([O:31][C:32]1[CH:37]=[CH:36][C:35]([N:4]2[C:5](=[O:27])[C:6]([CH2:12][C:13]3[CH:18]=[CH:17][C:16]([C:19]4[C:20]([C:25]#[N:26])=[CH:21][CH:22]=[CH:23][CH:24]=4)=[CH:15][CH:14]=3)=[C:7]([CH2:9][CH2:10][CH3:11])[N:8]=[C:3]2[O:2][CH3:1])=[CH:34][CH:33]=1)([CH3:30])[CH3:29]. The yield is 0.820. (5) The reactants are C[Si](Br)(C)C.C([O:8][P:9]([CH2:14][CH2:15][NH:16][C:17](=[O:21])[C:18](C)=[CH2:19])([O:11]CC)=[O:10])C. The catalyst is C(Cl)Cl. The product is [OH:10][P:9]([CH2:14][CH2:15][NH:16][C:17](=[O:21])[CH:18]=[CH2:19])([OH:11])=[O:8]. The yield is 0.980. (6) The reactants are [CH2:1]([NH:4][C:5]1[C:14]2[C:9](=[CH:10][CH:11]=[C:12]([N+:15]([O-:17])=[O:16])[CH:13]=2)[N:8]=[C:7]([NH2:18])[N:6]=1)[CH:2]=[CH2:3].[C:19](OC(=O)C)(=[O:21])[CH3:20].C(N(CC)CC)C.O. The catalyst is C(#N)C. The product is [C:19]([NH:18][C:7]1[N:6]=[C:5]([NH:4][CH2:1][CH:2]=[CH2:3])[C:14]2[C:9](=[CH:10][CH:11]=[C:12]([N+:15]([O-:17])=[O:16])[CH:13]=2)[N:8]=1)(=[O:21])[CH3:20]. The yield is 0.807. (7) The reactants are [F:1][C:2]([F:13])([F:12])[C:3]1[CH:4]=[C:5]([NH2:11])[C:6](=[CH:9][CH:10]=1)[O:7][CH3:8].[N:14]([O-])=O.[Na+].O.O.Cl[Sn]Cl. No catalyst specified. The product is [CH3:8][O:7][C:6]1[CH:9]=[CH:10][C:3]([C:2]([F:12])([F:13])[F:1])=[CH:4][C:5]=1[NH:11][NH2:14]. The yield is 0.740. (8) The reactants are [F:1][C:2]1[CH:7]=[CH:6][CH:5]=[CH:4][C:3]=1[CH:8]1[S:13][CH2:12][CH2:11][CH2:10][S:9]1.[Li]CCCC.[CH:19]([NH:22][C:23]1[S:24][C:25]2[CH:31]=[C:30]([CH:32]=[O:33])[CH:29]=[CH:28][C:26]=2[N:27]=1)([CH3:21])[CH3:20].CCOC(C)=O.CCCCCC. The catalyst is C1COCC1. The product is [F:1][C:2]1[CH:7]=[CH:6][CH:5]=[CH:4][C:3]=1[C:8]1([CH:32]([C:30]2[CH:29]=[CH:28][C:26]3[N:27]=[C:23]([NH:22][CH:19]([CH3:20])[CH3:21])[S:24][C:25]=3[CH:31]=2)[OH:33])[S:9][CH2:10][CH2:11][CH2:12][S:13]1. The yield is 0.740.